From a dataset of Catalyst prediction with 721,799 reactions and 888 catalyst types from USPTO. Predict which catalyst facilitates the given reaction. (1) Reactant: [N:1]([C:4]1[C:5]2[NH:12][CH:11]=[C:10]([C@@H:13]3[N:17]([C:18]([O:20][C:21]([CH3:24])([CH3:23])[CH3:22])=[O:19])[C@H:16]([CH2:25][O:26][C:27](=[O:41])[C@@H:28]([NH:33][C:34]([O:36][C:37]([CH3:40])([CH3:39])[CH3:38])=[O:35])[CH2:29][CH:30]([CH3:32])[CH3:31])[C@H:15]4[O:42][C:43]([CH3:46])([CH3:45])[O:44][C@@H:14]34)[C:6]=2[N:7]=[CH:8][N:9]=1)=[N+]=[N-]. Product: [NH2:1][C:4]1[C:5]2[NH:12][CH:11]=[C:10]([C@@H:13]3[N:17]([C:18]([O:20][C:21]([CH3:24])([CH3:23])[CH3:22])=[O:19])[C@H:16]([CH2:25][O:26][C:27](=[O:41])[C@@H:28]([NH:33][C:34]([O:36][C:37]([CH3:40])([CH3:39])[CH3:38])=[O:35])[CH2:29][CH:30]([CH3:32])[CH3:31])[C@H:15]4[O:42][C:43]([CH3:45])([CH3:46])[O:44][C@@H:14]34)[C:6]=2[N:7]=[CH:8][N:9]=1. The catalyst class is: 19. (2) Reactant: [Br:1][C:2]1[CH:3]=[C:4]2[C:9](=[CH:10][CH:11]=1)[N:8]=[C:7]([OH:12])[CH:6]=[C:5]2[C:13]([OH:15])=O.[NH2:16][C:17]1[CH:18]=[N:19][CH:20]=[CH:21][CH:22]=1.C(P1(=O)OP(CCC)(=O)OP(CCC)(=O)O1)CC.CCN(C(C)C)C(C)C. Product: [Br:1][C:2]1[CH:3]=[C:4]2[C:9](=[CH:10][CH:11]=1)[N:8]=[C:7]([OH:12])[CH:6]=[C:5]2[C:13]([NH:16][C:17]1[CH:18]=[N:19][CH:20]=[CH:21][CH:22]=1)=[O:15]. The catalyst class is: 4. (3) Reactant: [F:1][C:2]1[CH:10]=[CH:9][CH:8]=[C:7]2[C:3]=1[CH:4]=[CH:5][NH:6]2.[C:11]([O:15][C:16]([N:18]1[CH2:23][CH2:22][C:21](=O)[CH2:20][CH2:19]1)=[O:17])([CH3:14])([CH3:13])[CH3:12].N1CCCC1. Product: [C:11]([O:15][C:16]([N:18]1[CH2:19][CH:20]=[C:21]([C:4]2[C:3]3[C:7](=[CH:8][CH:9]=[CH:10][C:2]=3[F:1])[NH:6][CH:5]=2)[CH2:22][CH2:23]1)=[O:17])([CH3:14])([CH3:12])[CH3:13]. The catalyst class is: 8. (4) Reactant: [NH2:1][CH2:2][C:3]1[C:4]([C:25]2[CH:30]=[CH:29][CH:28]=[CH:27][CH:26]=2)=[N:5][C:6]2[C:11]([C:12]=1[C:13]([NH:15][C@H:16]([C:19]1[CH:24]=[CH:23][CH:22]=[CH:21][CH:20]=1)[CH2:17][CH3:18])=[O:14])=[CH:10][CH:9]=[CH:8][CH:7]=2.C(N(CC)CC)C.[CH3:38][S:39](Cl)(=[O:41])=[O:40]. Product: [C:19]1([C@@H:16]([NH:15][C:13]([C:12]2[C:11]3[C:6](=[CH:7][CH:8]=[CH:9][CH:10]=3)[N:5]=[C:4]([C:25]3[CH:26]=[CH:27][CH:28]=[CH:29][CH:30]=3)[C:3]=2[CH2:2][NH:1][S:39]([CH3:38])(=[O:41])=[O:40])=[O:14])[CH2:17][CH3:18])[CH:20]=[CH:21][CH:22]=[CH:23][CH:24]=1. The catalyst class is: 2. (5) Reactant: [NH2:1][CH2:2][C:3]1[CH:8]=[N:7][C:6]2[N:9]([CH2:12][O:13][CH2:14][CH2:15][Si:16]([CH3:19])([CH3:18])[CH3:17])[CH:10]=[CH:11][C:5]=2[C:4]=1[NH:20][CH:21]1[CH2:26][CH2:25][N:24]([CH2:27][C:28]2[CH:33]=[CH:32][CH:31]=[CH:30][CH:29]=2)[CH2:23][CH2:22]1.[C:34](N1C=CN=C1)(N1C=CN=C1)=[O:35]. Product: [CH2:27]([N:24]1[CH2:23][CH2:22][CH:21]([N:20]2[C:4]3[C:5]4[CH:11]=[CH:10][N:9]([CH2:12][O:13][CH2:14][CH2:15][Si:16]([CH3:17])([CH3:18])[CH3:19])[C:6]=4[N:7]=[CH:8][C:3]=3[CH2:2][NH:1][C:34]2=[O:35])[CH2:26][CH2:25]1)[C:28]1[CH:33]=[CH:32][CH:31]=[CH:30][CH:29]=1. The catalyst class is: 4. (6) Reactant: [CH2:1]([NH:6][C:7]([C:9]1[N:10]=[N:11][C:12](Cl)=[CH:13][CH:14]=1)=[O:8])[CH2:2][CH2:3][CH2:4][CH3:5].[CH2:16]([N:23]1[CH2:28][CH2:27][CH:26]([OH:29])[CH2:25][CH2:24]1)[C:17]1[CH:22]=[CH:21][CH:20]=[CH:19][CH:18]=1.CC([O-])(C)C.[K+]. Product: [CH2:1]([NH:6][C:7]([C:9]1[N:10]=[N:11][C:12]([O:29][CH:26]2[CH2:27][CH2:28][N:23]([CH2:16][C:17]3[CH:22]=[CH:21][CH:20]=[CH:19][CH:18]=3)[CH2:24][CH2:25]2)=[CH:13][CH:14]=1)=[O:8])[CH2:2][CH2:3][CH2:4][CH3:5]. The catalyst class is: 12.